Dataset: Catalyst prediction with 721,799 reactions and 888 catalyst types from USPTO. Task: Predict which catalyst facilitates the given reaction. (1) Reactant: [C:1]([O:5][C:6]([N:8]1[CH2:12][C@H:11]([F:13])[CH2:10][C@H:9]1[C:14]([OH:16])=O)=[O:7])([CH3:4])([CH3:3])[CH3:2].[F:17][C:18]([F:34])([F:33])[C:19]1[N:24]=[CH:23][C:22]([C:25]2[N:30]=[CH:29][N:28]=[C:27]([CH2:31][NH2:32])[CH:26]=2)=[CH:21][N:20]=1.C(N(CC)C(C)C)(C)C.CN(C(ON1N=NC2C=CC=NC1=2)=[N+](C)C)C.F[P-](F)(F)(F)(F)F. Product: [F:13][C@H:11]1[CH2:12][N:8]([C:6]([O:5][C:1]([CH3:2])([CH3:3])[CH3:4])=[O:7])[C@H:9]([C:14](=[O:16])[NH:32][CH2:31][C:27]2[N:28]=[CH:29][N:30]=[C:25]([C:22]3[CH:21]=[N:20][C:19]([C:18]([F:34])([F:33])[F:17])=[N:24][CH:23]=3)[CH:26]=2)[CH2:10]1. The catalyst class is: 9. (2) Reactant: [CH3:1][O:2][C:3]1[CH:4]=[C:5]2[C:13](=[CH:14][CH:15]=1)[N:12]([CH3:16])[C:11]1[C:10]3[CH:17]=[N:18][N:19]([CH3:20])[C:9]=3[CH2:8][CH2:7][C:6]2=1.O. Product: [CH3:1][O:2][C:3]1[CH:4]=[C:5]2[C:13](=[CH:14][CH:15]=1)[N:12]([CH3:16])[C:11]1[C:6]2=[CH:7][CH:8]=[C:9]2[N:19]([CH3:20])[N:18]=[CH:17][C:10]2=1. The catalyst class is: 3. (3) Reactant: C1(C(C2C=CC=CC=2)(C2C=CC=CC=2)[N:8]2[CH2:13][CH2:12][CH:11]3[S:14][C:15](=[O:17])[CH:16]=[C:10]3[CH2:9]2)C=CC=CC=1.[ClH:30]. Product: [ClH:30].[O:17]=[C:15]1[S:14][CH:11]2[C:10]([CH2:9][NH:8][CH2:13][CH2:12]2)=[CH:16]1. The catalyst class is: 21. (4) Reactant: C[O:2][C:3]1[CH:4]=[C:5]2[C:10](=[CH:11][CH:12]=1)[CH:9]=[C:8]([CH:13]=[O:14])[CH:7]=[CH:6]2.Cl.N1C=CC=CC=1. Product: [OH:2][C:3]1[CH:4]=[C:5]2[C:10](=[CH:11][CH:12]=1)[CH:9]=[C:8]([CH:13]=[O:14])[CH:7]=[CH:6]2. The catalyst class is: 6. (5) Reactant: [CH2:1]1[C:9]2[C:4](=[CH:5][CH:6]=[CH:7][CH:8]=2)[CH2:3][CH:2]1[OH:10].N1C=CC=CC=1.[C:17](Cl)(=[O:19])[CH3:18].CN(C1C=CC=CN=1)C. Product: [C:17]([O:10][CH:2]1[CH2:3][C:4]2[C:9](=[CH:8][CH:7]=[CH:6][CH:5]=2)[CH2:1]1)(=[O:19])[CH3:18]. The catalyst class is: 2.